This data is from Forward reaction prediction with 1.9M reactions from USPTO patents (1976-2016). The task is: Predict the product of the given reaction. (1) Given the reactants [C:1]([O:5][C:6]([NH:8][C@H:9]([CH2:14][C:15]1[C:23]2[C:18](=[CH:19][CH:20]=[CH:21][CH:22]=2)[NH:17][CH:16]=1)[C:10](OC)=[O:11])=[O:7])([CH3:4])([CH3:3])[CH3:2].[NH3:24], predict the reaction product. The product is: [NH2:24][C:10](=[O:11])[C@H:9]([NH:8][C:6](=[O:7])[O:5][C:1]([CH3:4])([CH3:3])[CH3:2])[CH2:14][C:15]1[C:23]2[C:18](=[CH:19][CH:20]=[CH:21][CH:22]=2)[NH:17][CH:16]=1. (2) Given the reactants Cl[C:2]1[CH:11]=[CH:10][C:9]2[C:4](=[CH:5][C:6]([N:12]3[CH2:15][CH:14]([N:16]4[CH2:21][CH2:20][N:19]([CH:22]([CH3:24])[CH3:23])[CH2:18][CH2:17]4)[CH2:13]3)=[CH:7][N:8]=2)[N:3]=1.[NH2:25][C:26]1[O:27][C:28]2[CH:34]=[CH:33][C:32](B(O)O)=[CH:31][C:29]=2[N:30]=1.C([O-])([O-])=O.[Na+].[Na+], predict the reaction product. The product is: [CH:22]([N:19]1[CH2:20][CH2:21][N:16]([CH:14]2[CH2:15][N:12]([C:6]3[CH:5]=[C:4]4[C:9]([CH:10]=[CH:11][C:2]([C:32]5[CH:33]=[CH:34][C:28]6[O:27][C:26]([NH2:25])=[N:30][C:29]=6[CH:31]=5)=[N:3]4)=[N:8][CH:7]=3)[CH2:13]2)[CH2:17][CH2:18]1)([CH3:24])[CH3:23]. (3) Given the reactants [CH:1]1([N:4]2[C:8]3[C:9]([O:25][C@@H:26]([C@H:28]4[CH2:32][NH:31][C:30](=[O:33])[CH2:29]4)[CH3:27])=[N:10][C:11]([C:13]4[CH:18]=[CH:17][C:16]([N:19]5[CH2:24][CH2:23][NH:22][CH2:21][CH2:20]5)=[CH:15][CH:14]=4)=[CH:12][C:7]=3[N:6]=[CH:5]2)[CH2:3][CH2:2]1.C(N(CC)CC)C.FC(F)(F)S([O:46][CH2:47][C:48]([F:51])([F:50])[F:49])(=O)=O, predict the reaction product. The product is: [CH:1]1([N:4]2[C:8]3[C:9]([O:25][C@@H:26]([C@H:28]4[CH2:32][NH:31][C:30](=[O:33])[CH2:29]4)[CH3:27])=[N:10][C:11]([C:13]4[CH:18]=[CH:17][C:16]([N:19]5[CH2:24][CH2:23][N:22]([CH2:47][C:48]([F:51])([F:50])[F:49])[CH2:21][CH2:20]5)=[CH:15][CH:14]=4)=[CH:12][C:7]=3[N:6]=[CH:5]2)[CH2:2][CH2:3]1.[F:49][C:48]([F:51])([F:50])[C:47]([OH:25])=[O:46]. (4) Given the reactants [N+:1]([C:4]1[CH:9]=[CH:8][C:7]([C:10]23[CH2:18][CH:14]4[CH2:15][CH:16]([CH2:17]2)[C:12](C(O)=O)([CH2:13]4)[CH2:11]3)=[CH:6][CH:5]=1)([O-:3])=[O:2].OS(O)(=O)=O.[N-:27]=[N+]=[N-].[Na+], predict the reaction product. The product is: [N+:1]([C:4]1[CH:5]=[CH:6][C:7]([C:10]23[CH2:18][CH:14]4[CH2:15][CH:16]([CH2:17]2)[C:12]([NH2:27])([CH2:13]4)[CH2:11]3)=[CH:8][CH:9]=1)([O-:3])=[O:2].